Task: Predict the product of the given reaction.. Dataset: Forward reaction prediction with 1.9M reactions from USPTO patents (1976-2016) (1) Given the reactants [C:1](/[CH:3]=[CH:4]/[S:5]([C:8]1[CH:13]=[CH:12][C:11]([C:14]([CH3:19])([CH3:18])[C:15]([OH:17])=O)=[CH:10][CH:9]=1)(=[O:7])=[O:6])#[N:2].[F:20][C:21]1[CH:28]=[CH:27][CH:26]=[CH:25][C:22]=1[CH2:23][NH2:24].Cl.CN(C)CCCN=C=NCC.ON1C2C=CC=CC=2N=N1, predict the reaction product. The product is: [C:1](/[CH:3]=[CH:4]/[S:5]([C:8]1[CH:9]=[CH:10][C:11]([C:14]([CH3:19])([CH3:18])[C:15]([NH:24][CH2:23][C:22]2[CH:25]=[CH:26][CH:27]=[CH:28][C:21]=2[F:20])=[O:17])=[CH:12][CH:13]=1)(=[O:6])=[O:7])#[N:2]. (2) The product is: [C:1]([O:5][C:6]([N:8]1[CH2:17][CH2:16][C:15]2[C:10](=[CH:11][CH:12]=[C:13]([O:18][CH:32]3[CH2:33][CH2:34][CH:29]([C:25]([CH3:28])([CH3:27])[CH3:26])[CH2:30][CH2:31]3)[CH:14]=2)[CH2:9]1)=[O:7])([CH3:4])([CH3:2])[CH3:3]. Given the reactants [C:1]([O:5][C:6]([N:8]1[CH2:17][CH2:16][C:15]2[C:10](=[CH:11][CH:12]=[C:13]([OH:18])[CH:14]=2)[CH2:9]1)=[O:7])([CH3:4])([CH3:3])[CH3:2].C(=O)([O-])[O-].[Cs+].[Cs+].[C:25]([CH:29]1[CH2:34][CH2:33][CH:32](OS(C)(=O)=O)[CH2:31][CH2:30]1)([CH3:28])([CH3:27])[CH3:26], predict the reaction product. (3) Given the reactants C[O:2][C:3]1[C:12]2[C:7](=[CH:8][CH:9]=[CH:10][CH:11]=2)[C:6]([N+:13]([O-:15])=[O:14])=[CH:5][CH:4]=1.[Na+].[I-], predict the reaction product. The product is: [N+:13]([C:6]1[C:7]2[C:12](=[CH:11][CH:10]=[CH:9][CH:8]=2)[C:3]([OH:2])=[CH:4][CH:5]=1)([O-:15])=[O:14].